Dataset: Catalyst prediction with 721,799 reactions and 888 catalyst types from USPTO. Task: Predict which catalyst facilitates the given reaction. (1) Reactant: Cl[C:2]1[C:7]([C:8]([F:11])([F:10])[F:9])=[CH:6][N:5]=[C:4]([NH:12][C:13]2[CH:18]=[CH:17][C:16]([CH:19]3[CH2:24][CH2:23][N:22](C(OC(C)(C)C)=O)[CH2:21][CH2:20]3)=[CH:15][C:14]=2[O:32][CH3:33])[N:3]=1.[C:34]([C:36]1[CH:37]=[C:38]([CH:42]=[CH:43][CH:44]=1)[C:39]([NH2:41])=[O:40])#[CH:35].C1(P(C2C=CC=CC=2)C2C=CC=CC=2)C=CC=CC=1.C(N(CC)CC)C. Product: [CH3:33][O:32][C:14]1[CH:15]=[C:16]([CH:19]2[CH2:24][CH2:23][NH:22][CH2:21][CH2:20]2)[CH:17]=[CH:18][C:13]=1[NH:12][C:4]1[N:3]=[C:2]([CH2:35][CH2:34][C:36]2[CH:37]=[C:38]([CH:42]=[CH:43][CH:44]=2)[C:39]([NH2:41])=[O:40])[C:7]([C:8]([F:10])([F:11])[F:9])=[CH:6][N:5]=1. The catalyst class is: 538. (2) Reactant: [Cl:1][C:2]1[C:7]([C:8]([CH3:10])=[CH2:9])=[CH:6][C:5]([NH:11][C:12](=[O:14])[CH3:13])=[C:4]([O:15][CH3:16])[CH:3]=1.[CH2:17](I)I.[Zn](CC)CC. Product: [Cl:1][C:2]1[C:7]([C:8]2([CH3:17])[CH2:10][CH2:9]2)=[CH:6][C:5]([NH:11][C:12](=[O:14])[CH3:13])=[C:4]([O:15][CH3:16])[CH:3]=1. The catalyst class is: 11. (3) Reactant: [N+:1]([CH2:4][C:5]([O:7][CH2:8][CH3:9])=[O:6])([O-:3])=O.[CH2:10]([OH:16])[CH2:11][CH2:12][CH2:13][C:14]#[CH:15].N12CCN(CC1)CC2. Product: [OH:16][CH2:10][CH2:11][CH2:12][CH2:13][C:14]1[O:3][N:1]=[C:4]([C:5]([O:7][CH2:8][CH3:9])=[O:6])[CH:15]=1. The catalyst class is: 8.